Dataset: Full USPTO retrosynthesis dataset with 1.9M reactions from patents (1976-2016). Task: Predict the reactants needed to synthesize the given product. (1) Given the product [N:22]1([CH:12]=[C:8]([C:7]([N:1]2[CH2:6][CH2:5][O:4][CH2:3][CH2:2]2)=[S:11])[C:9]#[N:10])[CH2:27][CH2:26][O:25][CH2:24][CH2:23]1, predict the reactants needed to synthesize it. The reactants are: [N:1]1([C:7](=[S:11])[CH2:8][C:9]#[N:10])[CH2:6][CH2:5][O:4][CH2:3][CH2:2]1.[CH2:12](OC(OCC)OCC)C.[NH:22]1[CH2:27][CH2:26][O:25][CH2:24][CH2:23]1. (2) Given the product [CH3:27][C:24]1[CH:25]=[CH:26][C:21]([S:18]([N:4]2[C:5]3[N:6]=[CH:7][N:8]=[C:9]([N:11]4[CH2:16][CH2:15][CH2:14][CH:13]([CH3:17])[CH2:12]4)[C:10]=3[C:2]([B:38]3[O:39][C:40]([CH3:42])([CH3:41])[C:36]([CH3:43])([CH3:35])[O:37]3)=[CH:3]2)(=[O:20])=[O:19])=[CH:22][CH:23]=1, predict the reactants needed to synthesize it. The reactants are: Br[C:2]1[C:10]2[C:9]([N:11]3[CH2:16][CH2:15][CH2:14][CH:13]([CH3:17])[CH2:12]3)=[N:8][CH:7]=[N:6][C:5]=2[N:4]([S:18]([C:21]2[CH:26]=[CH:25][C:24]([CH3:27])=[CH:23][CH:22]=2)(=[O:20])=[O:19])[CH:3]=1.C(N(CC)CC)C.[CH3:35][C:36]1([CH3:43])[C:40]([CH3:42])([CH3:41])[O:39][BH:38][O:37]1.C1(P(C2CCCCC2)C2C=CC=CC=2C2C(C(C)C)=CC(C(C)C)=CC=2C(C)C)CCCCC1. (3) Given the product [CH2:21]([O:20][C:11]1[C:12]([C:16]([CH3:19])([CH3:18])[CH3:17])=[CH:13][CH:14]=[CH:15][C:10]=1[CH2:7][CH:1]([OH:4])[CH2:29][OH:33])[C:22]1[CH:27]=[CH:26][CH:25]=[CH:24][CH:23]=1, predict the reactants needed to synthesize it. The reactants are: [C:1](=[O:4])([O-])[O-].[K+].[K+].[CH2:7]([C:10]1[CH:15]=[CH:14][CH:13]=[C:12]([C:16]([CH3:19])([CH3:18])[CH3:17])[C:11]=1[O:20][CH2:21][C:22]1[CH:27]=[CH:26][CH:25]=[CH:24][CH:23]=1)C=C.O.[C:29]([OH:33])(C)(C)C. (4) Given the product [CH3:28][C:27]1[CH:11]=[CH:10][C:9]([S:6]([NH:5][C@H:30]([C:31]([NH:24][CH2:23][CH2:22][CH2:21][CH2:20][C@H:4]([N:5]([S:6]([C:9]2[CH:14]=[CH:13][C:12]([CH3:15])=[CH:11][CH:10]=2)(=[O:8])=[O:7])[CH2:16][CH:17]([CH3:18])[CH3:19])[C:3]([O:2][CH3:1])=[O:25])=[O:34])[CH2:26][C:27]2[CH:21]=[CH:20][CH:4]=[CH:3][CH:28]=2)(=[O:7])=[O:8])=[CH:30][CH:26]=1, predict the reactants needed to synthesize it. The reactants are: [CH3:1][O:2][C:3](=[O:25])[C@H:4]([CH2:20][CH2:21][CH2:22][CH2:23][NH2:24])[N:5]([CH2:16][CH:17]([CH3:19])[CH3:18])[S:6]([C:9]1[CH:14]=[CH:13][C:12]([CH3:15])=[CH:11][CH:10]=1)(=[O:8])=[O:7].[CH2:26]1[CH2:30]O[CH2:28][CH2:27]1.[C:31]([O-:34])([O-])=O.[K+].[K+]. (5) Given the product [C:15]([O:19][C:20](=[O:47])[CH:21]=[C:22]([C:2]1[S:1][C:5]2[CH:6]=[CH:7][CH:8]=[CH:9][C:4]=2[N:3]=1)[CH2:23][CH2:24][CH2:25][CH2:26][CH2:27][CH2:28][C:29]1[CH:38]=[CH:37][C:36]2[CH2:35][CH2:34][CH2:33][NH:32][C:31]=2[N:30]=1)([CH3:18])([CH3:16])[CH3:17], predict the reactants needed to synthesize it. The reactants are: [S:1]1[C:5]2[CH:6]=[CH:7][CH:8]=[CH:9][C:4]=2[N:3]=[CH:2]1.C([Li])CCC.[C:15]([O:19][C:20](=[O:47])[CH:21]=[C:22](OS(C(F)(F)F)(=O)=O)[CH2:23][CH2:24][CH2:25][CH2:26][CH2:27][CH2:28][C:29]1[CH:38]=[CH:37][C:36]2[CH2:35][CH2:34][CH2:33][NH:32][C:31]=2[N:30]=1)([CH3:18])([CH3:17])[CH3:16].C(=O)([O-])O.[Na+]. (6) Given the product [CH3:26][O:27][C:28]1[CH:36]=[C:35]([C:37]([F:38])([F:39])[F:40])[CH:34]=[C:33]([S:41][CH3:42])[C:29]=1[C:30]([NH:16][C:4]1([C:10]2[CH:15]=[CH:14][CH:13]=[CH:12][CH:11]=2)[CH2:5][CH2:6][CH:7]2[N:2]([CH3:1])[CH:3]1[CH2:9][CH2:8]2)=[O:31], predict the reactants needed to synthesize it. The reactants are: [CH3:1][N:2]1[CH:7]2[CH2:8][CH2:9][CH:3]1[C:4]([NH2:16])([C:10]1[CH:15]=[CH:14][CH:13]=[CH:12][CH:11]=1)[CH2:5][CH2:6]2.C(N(CC)C(C)C)(C)C.[CH3:26][O:27][C:28]1[CH:36]=[C:35]([C:37]([F:40])([F:39])[F:38])[CH:34]=[C:33]([S:41][CH3:42])[C:29]=1[C:30](Cl)=[O:31]. (7) Given the product [N:21]1([CH2:6][C:7]2[N:8]=[C:9]([NH:13][C:14](=[O:15])[O:16][C:17]([CH3:20])([CH3:19])[CH3:18])[CH:10]=[CH:11][CH:12]=2)[CH2:25][CH2:24][CH2:23][CH2:22]1, predict the reactants needed to synthesize it. The reactants are: CS(O[CH2:6][C:7]1[CH:12]=[CH:11][CH:10]=[C:9]([NH:13][C:14]([O:16][C:17]([CH3:20])([CH3:19])[CH3:18])=[O:15])[N:8]=1)(=O)=O.[NH:21]1[CH2:25][CH2:24][CH2:23][CH2:22]1.C([O-])([O-])=O.[K+].[K+].C([O-])(O)=O.[Na+]. (8) Given the product [Cl:14][C:13]1[C:8]([O:6][CH2:3][C:4]#[CH:5])=[N:9][CH:10]=[C:11]([Cl:15])[CH:12]=1, predict the reactants needed to synthesize it. The reactants are: [H-].[Na+].[CH2:3]([OH:6])[C:4]#[CH:5].Cl[C:8]1[C:13]([Cl:14])=[CH:12][C:11]([Cl:15])=[CH:10][N:9]=1.Cl.[Cl-].[Na+].